This data is from Reaction yield outcomes from USPTO patents with 853,638 reactions. The task is: Predict the reaction yield, written as a fraction of the theoretical maximum amount of product (1.0 means a 100% yield; for example, 0.34 means a 34% yield). (1) The reactants are [C:1]([O:5][C:6]([N:8]1[CH2:12][CH2:11][CH2:10][CH:9]1C1NC(Br)=CN=1)=[O:7])([CH3:4])([CH3:3])[CH3:2].C([O-])(O)=O.[Na+]. The catalyst is O. The product is [C:1]([O:5][C:6]([N:8]1[CH2:12][CH2:11][CH2:10][CH2:9]1)=[O:7])([CH3:4])([CH3:2])[CH3:3]. The yield is 0.460. (2) The reactants are [CH3:1][C@H:2]1[CH2:7][CH2:6][CH2:5][C@@H:4]([CH3:8])[N:3]1[C:9]1[N:13]2[CH:14]=[C:15]([O:18][C@H:19]3[C:28]4[C:23](=[CH:24][CH:25]=[CH:26][CH:27]=4)[C@@H:22]([NH2:29])[CH2:21][CH2:20]3)[CH:16]=[CH:17][C:12]2=[N:11][N:10]=1.ClC(Cl)(Cl)C[O:33][C:34](=O)[NH:35][C:36]1[N:37]([C:45]2[CH:50]=[CH:49][CH:48]=[C:47]([CH2:51][OH:52])[CH:46]=2)[N:38]=[C:39]([C:41]([CH3:44])([CH3:43])[CH3:42])[CH:40]=1.CCN(C(C)C)C(C)C. The catalyst is O1CCOCC1. The product is [C:41]([C:39]1[CH:40]=[C:36]([NH:35][C:34]([NH:29][C@@H:22]2[C:23]3[C:28](=[CH:27][CH:26]=[CH:25][CH:24]=3)[C@H:19]([O:18][C:15]3[CH:16]=[CH:17][C:12]4[N:13]([C:9]([N:3]5[C@H:2]([CH3:1])[CH2:7][CH2:6][CH2:5][C@@H:4]5[CH3:8])=[N:10][N:11]=4)[CH:14]=3)[CH2:20][CH2:21]2)=[O:33])[N:37]([C:45]2[CH:50]=[CH:49][CH:48]=[C:47]([CH2:51][OH:52])[CH:46]=2)[N:38]=1)([CH3:44])([CH3:42])[CH3:43]. The yield is 0.950. (3) The reactants are [OH:1][CH2:2][CH2:3][CH:4]1[CH2:9][CH2:8][N:7]([C:10]([O:12][C:13]([CH3:16])([CH3:15])[CH3:14])=[O:11])[CH2:6][CH2:5]1.[S:17](Cl)([C:20]1[CH:26]=[CH:25][C:23]([CH3:24])=[CH:22][CH:21]=1)(=[O:19])=[O:18]. The catalyst is CN(C1C=CN=CC=1)C.C(Cl)Cl. The product is [S:17]([O:1][CH2:2][CH2:3][CH:4]1[CH2:5][CH2:6][N:7]([C:10]([O:12][C:13]([CH3:16])([CH3:15])[CH3:14])=[O:11])[CH2:8][CH2:9]1)([C:20]1[CH:26]=[CH:25][C:23]([CH3:24])=[CH:22][CH:21]=1)(=[O:19])=[O:18]. The yield is 0.300. (4) The yield is 1.00. The catalyst is CO. The product is [ClH:20].[Br:1][C:2]1[CH:3]=[CH:4][C:5]([CH:8]2[CH2:12][CH2:11][CH2:10][NH:9]2)=[CH:6][CH:7]=1. The reactants are [Br:1][C:2]1[CH:7]=[CH:6][C:5]([CH:8]2[CH2:12][CH2:11][CH2:10][N:9]2C(OC(C)(C)C)=O)=[CH:4][CH:3]=1.[ClH:20].